From a dataset of Full USPTO retrosynthesis dataset with 1.9M reactions from patents (1976-2016). Predict the reactants needed to synthesize the given product. (1) Given the product [CH:17]1([NH:16][C:15](=[O:4])[NH:14][CH:11]2[CH2:10][CH2:9][CH2:8][CH2:13][CH2:12]2)[CH2:22][CH2:21][CH2:20][CH2:19][CH2:18]1, predict the reactants needed to synthesize it. The reactants are: C(O)(=O)CC(O)=[O:4].[CH2:8]1[CH2:13][CH2:12][CH:11]([N:14]=[C:15]=[N:16][CH:17]2[CH2:22][CH2:21][CH2:20][CH2:19][CH2:18]2)[CH2:10][CH2:9]1. (2) Given the product [CH3:10][O:11][CH2:12][CH2:13][N:14]([CH3:15])[C:7]([C:5]1[CH:4]=[N:3][N:2]([CH3:1])[CH:6]=1)=[O:9], predict the reactants needed to synthesize it. The reactants are: [CH3:1][N:2]1[CH:6]=[C:5]([C:7]([OH:9])=O)[CH:4]=[N:3]1.[CH3:10][O:11][CH2:12][CH2:13][NH:14][CH3:15]. (3) Given the product [C:1]([C:5]1[CH:6]=[C:7]([NH:11][C:12]([CH:14]2[CH2:23][C:22]3[CH:21]=[C:20]([O:24][C:25]4[CH:30]=[CH:29][N:28]=[C:27]([NH:31][C:32](=[O:42])[O:33][CH2:34][C@@H:35]([OH:36])[CH2:39][OH:38])[CH:26]=4)[CH:19]=[CH:18][C:17]=3[CH2:16][CH2:15]2)=[O:13])[CH:8]=[CH:9][CH:10]=1)([CH3:4])([CH3:2])[CH3:3], predict the reactants needed to synthesize it. The reactants are: [C:1]([C:5]1[CH:6]=[C:7]([NH:11][C:12]([CH:14]2[CH2:23][C:22]3[CH:21]=[C:20]([O:24][C:25]4[CH:30]=[CH:29][N:28]=[C:27]([NH:31][C:32](=[O:42])[O:33][CH2:34][C@H:35]5[CH2:39][O:38]C(C)(C)[O:36]5)[CH:26]=4)[CH:19]=[CH:18][C:17]=3[CH2:16][CH2:15]2)=[O:13])[CH:8]=[CH:9][CH:10]=1)([CH3:4])([CH3:3])[CH3:2].CC1C=CC(S(O)(=O)=O)=CC=1. (4) Given the product [O:2]=[S:3]1(=[O:5])[CH:14]=[CH:13][C:12]2[CH:16]=[C:8]([OH:7])[CH:9]=[CH:10][C:11]1=2, predict the reactants needed to synthesize it. The reactants are: O[O:2][S:3]([O-:5])=O.[K+].[OH:7][C:8]1[CH:9]=[CH:10][C:11]2S[CH:14]=[CH:13][C:12]=2[CH:16]=1. (5) Given the product [CH3:8][C@H:6]1[O:7][C@@H:2]([CH3:1])[CH2:3][N:4]([C:9]2[C:14]([CH:15]=[O:16])=[CH:13][C:12]([C:31]3[S:30][CH:29]=[N:28][CH:27]=3)=[CH:11][N:10]=2)[CH2:5]1, predict the reactants needed to synthesize it. The reactants are: [CH3:1][C@@H:2]1[O:7][C@H:6]([CH3:8])[CH2:5][N:4]([C:9]2[C:14]([CH:15]=[O:16])=[CH:13][C:12](B3OC(C)(C)C(C)(C)O3)=[CH:11][N:10]=2)[CH2:3]1.Br[C:27]1[N:28]=[CH:29][S:30][CH:31]=1. (6) Given the product [CH:20]1([C:18]([N:15]2[CH2:16][CH2:17][N:12]([C:5]3[C:6]4[C:11](=[CH:10][CH:9]=[CH:8][CH:7]=4)[C:2]([C:32]4[CH:33]=[CH:34][C:29]([CH2:28][OH:27])=[CH:30][CH:31]=4)=[N:3][N:4]=3)[C@H:13]([CH3:26])[CH2:14]2)=[O:19])[CH2:25][CH2:24][CH2:23][CH2:22][CH2:21]1, predict the reactants needed to synthesize it. The reactants are: Cl[C:2]1[C:11]2[C:6](=[CH:7][CH:8]=[CH:9][CH:10]=2)[C:5]([N:12]2[CH2:17][CH2:16][N:15]([C:18]([CH:20]3[CH2:25][CH2:24][CH2:23][CH2:22][CH2:21]3)=[O:19])[CH2:14][C@H:13]2[CH3:26])=[N:4][N:3]=1.[OH:27][CH2:28][C:29]1[CH:34]=[CH:33][C:32](B(O)O)=[CH:31][CH:30]=1.C(=O)([O-])[O-].[Na+].[Na+]. (7) Given the product [CH2:16]([C:10]1[CH:9]=[C:8]([F:11])[CH:7]=[C:6]([Br:12])[C:5]=1[OH:4])[CH:13]=[CH2:14], predict the reactants needed to synthesize it. The reactants are: C([O:4][C:5]1[CH:10]=[CH:9][C:8]([F:11])=[CH:7][C:6]=1[Br:12])C=C.[CH2:13]([C:16]1C(C(F)(F)F)=CC=C(Cl)C=1O)[CH:14]=C. (8) Given the product [C:9]([O:12][C:13]1[CH:30]=[CH:29][C:28]([Br:31])=[CH:27][C:14]=1[C:15]([NH:17][C:18]1[S:19][C:20]([Br:1])=[C:21]([C:23]([CH3:26])([CH3:25])[CH3:24])[N:22]=1)=[O:16])(=[O:11])[CH3:10], predict the reactants needed to synthesize it. The reactants are: [Br:1]N1C(=O)CCC1=O.[C:9]([O:12][C:13]1[CH:30]=[CH:29][C:28]([Br:31])=[CH:27][C:14]=1[C:15]([NH:17][C:18]1[S:19][CH:20]=[C:21]([C:23]([CH3:26])([CH3:25])[CH3:24])[N:22]=1)=[O:16])(=[O:11])[CH3:10]. (9) Given the product [F:26][C:27]1[CH:34]=[CH:33][C:32]([F:35])=[CH:31][C:28]=1[CH2:29][C:16]1[CH:17]=[C:18]2[C:13](=[C:14]([C:20]#[N:21])[CH:15]=1)[N:12]([CH3:22])[C@H:11]1[CH2:23][CH2:24][NH:8][CH2:9][C@@H:10]21, predict the reactants needed to synthesize it. The reactants are: C(OC([N:8]1[CH2:24][CH2:23][C@@H:11]2[N:12]([CH3:22])[C:13]3[C:14]([C:20]#[N:21])=[CH:15][C:16](Br)=[CH:17][C:18]=3[C@@H:10]2[CH2:9]1)=O)(C)(C)C.[Br-].[F:26][C:27]1[CH:34]=[CH:33][C:32]([F:35])=[CH:31][C:28]=1[CH2:29][Zn+].